Dataset: Cav3 T-type calcium channel HTS with 100,875 compounds. Task: Binary Classification. Given a drug SMILES string, predict its activity (active/inactive) in a high-throughput screening assay against a specified biological target. (1) The drug is S(Cc1n(CC)c(=S)[nH]n1)c1sc2c(n1)cccc2. The result is 0 (inactive). (2) The molecule is Clc1c(N2C(=O)c3c(C2=O)cccc3)cc(OC)c(c1)C(OCC(=O)NCc1occc1)=O. The result is 0 (inactive). (3) The result is 0 (inactive). The compound is O=c1n(n(c(c1NC(=O)c1[nH][nH]\c(c1)=C1/C(=O)C=C(C=C1)C)C)C)c1ccccc1. (4) The compound is Clc1c(N2CCC(=N\O)/CC2)ncc(c1)C(F)(F)F. The result is 0 (inactive). (5) The compound is S(=O)(=O)(N1CC(CC(C1)C)C)c1cc2c(n(cc(c2=O)C(=O)NCc2occc2)CC)cc1. The result is 1 (active). (6) The drug is Clc1cc2[nH]c(/n(c2cc1)C)=C1/C=CC=NC1=O. The result is 0 (inactive). (7) The compound is FC(F)(F)C(/NCCO)=C\C(=O)c1ccccc1. The result is 0 (inactive). (8) The compound is s1c(nc2c1cccc2)COC(=O)CCC(=O)c1sccc1. The result is 0 (inactive).